This data is from NCI-60 drug combinations with 297,098 pairs across 59 cell lines. The task is: Regression. Given two drug SMILES strings and cell line genomic features, predict the synergy score measuring deviation from expected non-interaction effect. (1) Drug 1: C#CCC(CC1=CN=C2C(=N1)C(=NC(=N2)N)N)C3=CC=C(C=C3)C(=O)NC(CCC(=O)O)C(=O)O. Drug 2: CN(CC1=CN=C2C(=N1)C(=NC(=N2)N)N)C3=CC=C(C=C3)C(=O)NC(CCC(=O)O)C(=O)O. Cell line: UACC-257. Synergy scores: CSS=27.3, Synergy_ZIP=-0.0538, Synergy_Bliss=0.842, Synergy_Loewe=1.08, Synergy_HSA=0.720. (2) Drug 1: C1CCC(CC1)NC(=O)N(CCCl)N=O. Drug 2: CCC1=C2CN3C(=CC4=C(C3=O)COC(=O)C4(CC)O)C2=NC5=C1C=C(C=C5)O. Cell line: OVCAR3. Synergy scores: CSS=48.6, Synergy_ZIP=1.60, Synergy_Bliss=3.12, Synergy_Loewe=-9.12, Synergy_HSA=5.57. (3) Drug 1: CC12CCC(CC1=CCC3C2CCC4(C3CC=C4C5=CN=CC=C5)C)O. Drug 2: CC12CCC3C(C1CCC2OP(=O)(O)O)CCC4=C3C=CC(=C4)OC(=O)N(CCCl)CCCl.[Na+]. Cell line: A498. Synergy scores: CSS=-0.0905, Synergy_ZIP=0.696, Synergy_Bliss=0.429, Synergy_Loewe=-1.77, Synergy_HSA=-1.68. (4) Drug 1: CC1OCC2C(O1)C(C(C(O2)OC3C4COC(=O)C4C(C5=CC6=C(C=C35)OCO6)C7=CC(=C(C(=C7)OC)O)OC)O)O. Drug 2: CN(C)C1=NC(=NC(=N1)N(C)C)N(C)C. Cell line: SF-539. Synergy scores: CSS=22.1, Synergy_ZIP=1.56, Synergy_Bliss=2.08, Synergy_Loewe=-31.3, Synergy_HSA=0.0368. (5) Drug 1: C1=NC2=C(N1)C(=S)N=C(N2)N. Drug 2: CN(CCCl)CCCl.Cl. Cell line: HOP-62. Synergy scores: CSS=31.8, Synergy_ZIP=-3.09, Synergy_Bliss=-1.97, Synergy_Loewe=-5.84, Synergy_HSA=-0.484. (6) Drug 1: CN1C2=C(C=C(C=C2)N(CCCl)CCCl)N=C1CCCC(=O)O.Cl. Drug 2: CCN(CC)CCCC(C)NC1=C2C=C(C=CC2=NC3=C1C=CC(=C3)Cl)OC. Cell line: NCI-H460. Synergy scores: CSS=4.24, Synergy_ZIP=-1.59, Synergy_Bliss=-2.44, Synergy_Loewe=-6.10, Synergy_HSA=-2.57.